This data is from NCI-60 drug combinations with 297,098 pairs across 59 cell lines. The task is: Regression. Given two drug SMILES strings and cell line genomic features, predict the synergy score measuring deviation from expected non-interaction effect. (1) Drug 1: CC1=C(C(=O)C2=C(C1=O)N3CC4C(C3(C2COC(=O)N)OC)N4)N. Drug 2: C1C(C(OC1N2C=NC(=NC2=O)N)CO)O. Cell line: UACC62. Synergy scores: CSS=56.6, Synergy_ZIP=-1.06, Synergy_Bliss=-0.131, Synergy_Loewe=-10.4, Synergy_HSA=2.33. (2) Drug 1: CCC1(CC2CC(C3=C(CCN(C2)C1)C4=CC=CC=C4N3)(C5=C(C=C6C(=C5)C78CCN9C7C(C=CC9)(C(C(C8N6C)(C(=O)OC)O)OC(=O)C)CC)OC)C(=O)OC)O.OS(=O)(=O)O. Drug 2: C1=NC2=C(N=C(N=C2N1C3C(C(C(O3)CO)O)F)Cl)N. Cell line: MCF7. Synergy scores: CSS=-0.740, Synergy_ZIP=0.386, Synergy_Bliss=0.724, Synergy_Loewe=-0.818, Synergy_HSA=-0.813. (3) Drug 1: C(CN)CNCCSP(=O)(O)O. Drug 2: CC1CCCC2(C(O2)CC(NC(=O)CC(C(C(=O)C(C1O)C)(C)C)O)C(=CC3=CSC(=N3)C)C)C. Cell line: HS 578T. Synergy scores: CSS=50.2, Synergy_ZIP=1.55, Synergy_Bliss=-1.15, Synergy_Loewe=-30.4, Synergy_HSA=-1.22. (4) Drug 1: CS(=O)(=O)C1=CC(=C(C=C1)C(=O)NC2=CC(=C(C=C2)Cl)C3=CC=CC=N3)Cl. Drug 2: C1=NC2=C(N=C(N=C2N1C3C(C(C(O3)CO)O)O)F)N. Cell line: SNB-75. Synergy scores: CSS=-3.81, Synergy_ZIP=6.70, Synergy_Bliss=-0.261, Synergy_Loewe=-3.12, Synergy_HSA=-2.52. (5) Drug 1: CC1=C2C(C(=O)C3(C(CC4C(C3C(C(C2(C)C)(CC1OC(=O)C(C(C5=CC=CC=C5)NC(=O)OC(C)(C)C)O)O)OC(=O)C6=CC=CC=C6)(CO4)OC(=O)C)O)C)O. Drug 2: C1CN(CCN1C(=O)CCBr)C(=O)CCBr. Cell line: NCI-H226. Synergy scores: CSS=33.4, Synergy_ZIP=-1.51, Synergy_Bliss=-2.43, Synergy_Loewe=-39.1, Synergy_HSA=-1.86. (6) Drug 1: C1=C(C(=O)NC(=O)N1)N(CCCl)CCCl. Drug 2: CN1C2=C(C=C(C=C2)N(CCCl)CCCl)N=C1CCCC(=O)O.Cl. Cell line: SNB-75. Synergy scores: CSS=2.94, Synergy_ZIP=-7.53, Synergy_Bliss=-11.8, Synergy_Loewe=-17.4, Synergy_HSA=-12.3.